Dataset: Reaction yield outcomes from USPTO patents with 853,638 reactions. Task: Predict the reaction yield, written as a fraction of the theoretical maximum amount of product (1.0 means a 100% yield; for example, 0.34 means a 34% yield). The product is [CH:35]1([NH:40][C:2]2[N:7]=[CH:6][C:5]([C:8]3[CH:13]=[CH:12][N:11]=[C:10]([NH:14][C:15]4[CH:16]=[C:17]([NH:22][C:23](=[O:34])[C:24]5[CH:29]=[CH:28][CH:27]=[C:26]([C:30]([F:33])([F:31])[F:32])[CH:25]=5)[CH:18]=[CH:19][C:20]=4[CH3:21])[N:9]=3)=[CH:4][CH:3]=2)[CH2:39][CH2:38][CH2:37][CH2:36]1. The reactants are Cl[C:2]1[N:7]=[CH:6][C:5]([C:8]2[CH:13]=[CH:12][N:11]=[C:10]([NH:14][C:15]3[CH:16]=[C:17]([NH:22][C:23](=[O:34])[C:24]4[CH:29]=[CH:28][CH:27]=[C:26]([C:30]([F:33])([F:32])[F:31])[CH:25]=4)[CH:18]=[CH:19][C:20]=3[CH3:21])[N:9]=2)=[CH:4][CH:3]=1.[CH:35]1([NH2:40])[CH2:39][CH2:38][CH2:37][CH2:36]1. The catalyst is O. The yield is 0.492.